From a dataset of Forward reaction prediction with 1.9M reactions from USPTO patents (1976-2016). Predict the product of the given reaction. (1) Given the reactants [Li+].[C:2]([C:6]1[CH:11]=[CH:10][C:9]([N:12]2[CH2:16][CH:15]3[CH2:17][N:18]([CH2:20][CH2:21][C:22]([O-])=[O:23])[CH2:19][CH:14]3[CH2:13]2)=[CH:8][CH:7]=1)([CH3:5])([CH3:4])[CH3:3].F[P-](F)(F)(F)(F)F.CN(C)C(ON1C2C=CC=CC=2N=N1)=[N+](C)C.Cl.[N+:50]([C:53]1[CH:58]=[CH:57][C:56]([NH:59][CH:60]2[CH2:65][CH2:64][NH:63][CH2:62][CH2:61]2)=[CH:55][C:54]=1[C:66]([F:69])([F:68])[F:67])([O-:52])=[O:51].C(N(C(C)C)CC)(C)C.[O-2].[Al+3].[O-2].[O-2].[Al+3], predict the reaction product. The product is: [C:2]([C:6]1[CH:7]=[CH:8][C:9]([N:12]2[CH2:16][CH:15]3[CH2:17][N:18]([CH2:20][CH2:21][C:22]([N:63]4[CH2:64][CH2:65][CH:60]([NH:59][C:56]5[CH:57]=[CH:58][C:53]([N+:50]([O-:52])=[O:51])=[C:54]([C:66]([F:67])([F:68])[F:69])[CH:55]=5)[CH2:61][CH2:62]4)=[O:23])[CH2:19][CH:14]3[CH2:13]2)=[CH:10][CH:11]=1)([CH3:3])([CH3:4])[CH3:5]. (2) The product is: [CH3:13][O:14][C:15]1[CH:20]=[CH:19][CH:18]=[CH:17][C:16]=1[C:2]1[CH:11]=[CH:10][C:5]([C:6]([O:8][CH3:9])=[O:7])=[CH:4][C:3]=1[CH3:12]. Given the reactants Br[C:2]1[CH:11]=[CH:10][C:5]([C:6]([O:8][CH3:9])=[O:7])=[CH:4][C:3]=1[CH3:12].[CH3:13][O:14][C:15]1[CH:20]=[CH:19][CH:18]=[CH:17][C:16]=1B(O)O.C(=O)([O-])[O-].[K+].[K+].O, predict the reaction product. (3) Given the reactants [C:1]([O:4][CH2:5]I)(=[O:3])[CH3:2].[Cl:7][C:8]1[C:9]([F:48])=[C:10]([C@@H:14]2[C@:18]([C:21]3[CH:26]=[CH:25][C:24]([Cl:27])=[CH:23][C:22]=3[F:28])([C:19]#[N:20])[C@H:17]([CH2:29][C:30]([CH3:33])([CH3:32])[CH3:31])[NH:16][C@H:15]2[C:34]([NH:36][C:37]2[CH:45]=[CH:44][C:40]([C:41]([OH:43])=[O:42])=[CH:39][C:38]=2[O:46][CH3:47])=[O:35])[CH:11]=[CH:12][CH:13]=1.C(=O)([O-])[O-].[Cs+].[Cs+], predict the reaction product. The product is: [C:1]([O:4][CH2:5][O:43][C:41](=[O:42])[C:40]1[CH:44]=[CH:45][C:37]([NH:36][C:34]([C@H:15]2[C@H:14]([C:10]3[CH:11]=[CH:12][CH:13]=[C:8]([Cl:7])[C:9]=3[F:48])[C@:18]([C:21]3[CH:26]=[CH:25][C:24]([Cl:27])=[CH:23][C:22]=3[F:28])([C:19]#[N:20])[C@H:17]([CH2:29][C:30]([CH3:32])([CH3:33])[CH3:31])[NH:16]2)=[O:35])=[C:38]([O:46][CH3:47])[CH:39]=1)(=[O:3])[CH3:2]. (4) Given the reactants [C:1]([NH:5][C:6](=[O:11])[C:7]([CH3:10])([CH3:9])[CH3:8])(C)([CH3:3])[CH3:2].C(N)(C)C.C(N(CC)CC)C.C(Cl)(=O)C(C)(C)C, predict the reaction product. The product is: [CH:1]([NH:5][C:6](=[O:11])[C:7]([CH3:10])([CH3:9])[CH3:8])([CH3:3])[CH3:2]. (5) Given the reactants [C:1]([O:5][C:6]([NH:8][C@H:9]([C:14](OC)=[O:15])[CH2:10][CH2:11][S:12][CH3:13])=[O:7])([CH3:4])([CH3:3])[CH3:2].[BH4-].[Li+], predict the reaction product. The product is: [OH:15][CH2:14][CH:9]([NH:8][C:6](=[O:7])[O:5][C:1]([CH3:3])([CH3:2])[CH3:4])[CH2:10][CH2:11][S:12][CH3:13]. (6) Given the reactants C1(C)C=CC(S([O-])(=O)=O)=CC=1.[NH+]1C=CC=CC=1.[C:18]([O:21][CH:22]1[C:23]([O:65]C(OCC)C)([CH3:64])[CH2:24][CH2:25][CH:26]([O:58]C(OCC)C)[CH2:27][C:28]([O:30][CH:31](/[C:36](/[CH3:57])=[CH:37]/[CH:38]=[CH:39]/[CH:40]([CH3:56])[CH2:41][CH:42]2[O:55][CH:43]2[CH:44]([CH3:54])[CH:45]([O:48]C(OCC)C)[CH2:46][CH3:47])[CH:32]([CH3:35])[CH:33]=[CH:34]1)=[O:29])(=[O:20])[NH2:19], predict the reaction product. The product is: [C:18]([O:21][CH:22]1[C:23]([OH:65])([CH3:64])[CH2:24][CH2:25][CH:26]([OH:58])[CH2:27][C:28]([O:30][CH:31](/[C:36](/[CH3:57])=[CH:37]/[CH:38]=[CH:39]/[CH:40]([CH3:56])[CH2:41][CH:42]2[O:55][CH:43]2[CH:44]([CH3:54])[CH:45]([OH:48])[CH2:46][CH3:47])[CH:32]([CH3:35])[CH:33]=[CH:34]1)=[O:29])(=[O:20])[NH2:19]. (7) Given the reactants [NH2:1][C:2]1[CH:3]=[C:4]([C:8]([C:10]2[C:18]3[CH:17]=[N:16][CH:15]=[N:14][C:13]=3[N:12]([CH3:19])[CH:11]=2)=[O:9])[CH:5]=[N:6][CH:7]=1.[C:20]1([C:26]2([C:29](O)=[O:30])[CH2:28][CH2:27]2)[CH:25]=[CH:24][CH:23]=[CH:22][CH:21]=1, predict the reaction product. The product is: [CH3:19][N:12]1[C:13]2[N:14]=[CH:15][N:16]=[CH:17][C:18]=2[C:10]([C:8]([C:4]2[CH:3]=[C:2]([NH:1][C:29]([C:26]3([C:20]4[CH:25]=[CH:24][CH:23]=[CH:22][CH:21]=4)[CH2:28][CH2:27]3)=[O:30])[CH:7]=[N:6][CH:5]=2)=[O:9])=[CH:11]1.